Dataset: Full USPTO retrosynthesis dataset with 1.9M reactions from patents (1976-2016). Task: Predict the reactants needed to synthesize the given product. Given the product [CH2:21]([O:20][C:18]([C:2]1[N:7]=[N:6][C:5]([O:8][C:9]2[CH:14]=[CH:13][CH:12]=[CH:11][C:10]=2[CH3:15])=[C:4]([O:16][CH3:17])[CH:3]=1)=[CH2:19])[CH3:22], predict the reactants needed to synthesize it. The reactants are: Cl[C:2]1[N:7]=[N:6][C:5]([O:8][C:9]2[CH:14]=[CH:13][CH:12]=[CH:11][C:10]=2[CH3:15])=[C:4]([O:16][CH3:17])[CH:3]=1.[CH2:18]([O:20][C:21]([Sn](CCCC)(CCCC)CCCC)=[CH2:22])[CH3:19].C(OCC)(=O)C.[F-].[Na+].